This data is from Forward reaction prediction with 1.9M reactions from USPTO patents (1976-2016). The task is: Predict the product of the given reaction. (1) The product is: [NH2:34][C:32]1[S:33][C:16]2[C:15]([NH:1][C@@H:2]3[CH2:6][CH2:5][N:4]([C:7]([O:9][C:10]([CH3:13])([CH3:12])[CH3:11])=[O:8])[CH2:3]3)=[N:20][C:19]([S:21][CH2:22][C:23]3[CH:28]=[CH:27][CH:26]=[C:25]([F:29])[C:24]=3[F:30])=[N:18][C:17]=2[N:31]=1. Given the reactants [NH2:1][C@@H:2]1[CH2:6][CH2:5][N:4]([C:7]([O:9][C:10]([CH3:13])([CH3:12])[CH3:11])=[O:8])[CH2:3]1.Cl[C:15]1[C:16]2[S:33][C:32]([NH2:34])=[N:31][C:17]=2[N:18]=[C:19]([S:21][CH2:22][C:23]2[CH:28]=[CH:27][CH:26]=[C:25]([F:29])[C:24]=2[F:30])[N:20]=1, predict the reaction product. (2) Given the reactants [NH2:1][C:2]1[N:7]=[CH:6][CH:5]=[CH:4][N:3]=1.[CH2:8]([N+:12]#[C-:13])[CH2:9][CH2:10][CH3:11].[CH3:14][C:15]1[CH:22]=[CH:21][CH:20]=[CH:19][C:16]=1[CH:17]=O, predict the reaction product. The product is: [CH2:8]([NH:12][C:13]1[N:3]2[CH:4]=[CH:5][CH:6]=[N:7][C:2]2=[N:1][C:14]=1[C:15]1[CH:22]=[CH:21][CH:20]=[CH:19][C:16]=1[CH3:17])[CH2:9][CH2:10][CH3:11]. (3) Given the reactants [CH3:1][O:2][C:3]([C:5]1[C:6]([C:12]2[CH:17]=[CH:16][C:15]([C@H:18]([NH:20][C:21]([C:23]3([NH2:27])[CH2:26][O:25][CH2:24]3)=[O:22])[CH3:19])=[C:14]([F:28])[CH:13]=2)=[CH:7][CH:8]=[CH:9][C:10]=1[Cl:11])=[O:4].[O:29]1[C:33]([C:34](O)=[O:35])=[CH:32][CH:31]=[N:30]1, predict the reaction product. The product is: [CH3:1][O:2][C:3]([C:5]1[C:6]([C:12]2[CH:17]=[CH:16][C:15]([C@H:18]([NH:20][C:21]([C:23]3([NH:27][C:34]([C:33]4[O:29][N:30]=[CH:31][CH:32]=4)=[O:35])[CH2:24][O:25][CH2:26]3)=[O:22])[CH3:19])=[C:14]([F:28])[CH:13]=2)=[CH:7][CH:8]=[CH:9][C:10]=1[Cl:11])=[O:4]. (4) Given the reactants [NH2:1][C:2]1[CH:27]=[CH:26][C:5]([C:6]([NH:8][C:9]2[S:13][C:12]([NH:14][C:15]3[CH:20]=[CH:19][C:18]([O:21][CH3:22])=[CH:17][CH:16]=3)=[N:11][C:10]=2[C:23]([NH2:25])=[O:24])=[O:7])=[CH:4][CH:3]=1.CCN(CC)CC.[CH3:35][S:36](Cl)(=[O:38])=[O:37], predict the reaction product. The product is: [CH3:22][O:21][C:18]1[CH:19]=[CH:20][C:15]([NH:14][C:12]2[S:13][C:9]([NH:8][C:6](=[O:7])[C:5]3[CH:4]=[CH:3][C:2]([N:1]([S:36]([CH3:35])(=[O:38])=[O:37])[S:36]([CH3:35])(=[O:38])=[O:37])=[CH:27][CH:26]=3)=[C:10]([C:23]([NH2:25])=[O:24])[N:11]=2)=[CH:16][CH:17]=1. (5) The product is: [CH3:1][C:2]1[C:10]2[C:5](=[CH:6][CH:7]=[C:8]([C:11]3[S:17][C:16]([NH2:18])=[N:15][N:14]=3)[CH:9]=2)[NH:4][N:3]=1. Given the reactants [CH3:1][C:2]1[C:10]2[C:5](=[CH:6][CH:7]=[C:8]([C:11](O)=O)[CH:9]=2)[NH:4][N:3]=1.[NH2:14][NH:15][C:16]([NH2:18])=[S:17].[OH-].[K+], predict the reaction product. (6) Given the reactants C(OC([N:8]1[CH2:16][C:15]2[C:10](=[CH:11][CH:12]=[C:13]([N:17]3[CH:22]4[CH2:23][CH2:24][CH:18]3[CH2:19][O:20][CH2:21]4)[CH:14]=2)[CH2:9]1)=O)(C)(C)C.[F:25][C:26]([F:31])([F:30])[C:27]([OH:29])=[O:28], predict the reaction product. The product is: [F:25][C:26]([F:31])([F:30])[C:27]([OH:29])=[O:28].[CH2:9]1[C:10]2[C:15](=[CH:14][C:13]([N:17]3[CH:18]4[CH2:24][CH2:23][CH:22]3[CH2:21][O:20][CH2:19]4)=[CH:12][CH:11]=2)[CH2:16][NH:8]1. (7) The product is: [F:17][C:11]1[CH:12]=[CH:13][CH:14]=[C:15]([F:16])[C:10]=1[C:9]([NH:8][C:5]1[CH:6]=[CH:7][C:2]([B:19]2[O:23][C:22]([CH3:25])([CH3:24])[C:21]([CH3:27])([CH3:26])[O:20]2)=[CH:3][CH:4]=1)=[O:18]. Given the reactants Br[C:2]1[CH:7]=[CH:6][C:5]([NH:8][C:9](=[O:18])[C:10]2[C:15]([F:16])=[CH:14][CH:13]=[CH:12][C:11]=2[F:17])=[CH:4][CH:3]=1.[B:19]1([B:19]2[O:23][C:22]([CH3:25])([CH3:24])[C:21]([CH3:27])([CH3:26])[O:20]2)[O:23][C:22]([CH3:25])([CH3:24])[C:21]([CH3:27])([CH3:26])[O:20]1, predict the reaction product.